From a dataset of Peptide-MHC class I binding affinity with 185,985 pairs from IEDB/IMGT. Regression. Given a peptide amino acid sequence and an MHC pseudo amino acid sequence, predict their binding affinity value. This is MHC class I binding data. (1) The peptide sequence is SMNYPNSYK. The MHC is HLA-A02:01 with pseudo-sequence HLA-A02:01. The binding affinity (normalized) is 0.0847. (2) The peptide sequence is GPLTVNEKR. The MHC is Patr-A0301 with pseudo-sequence Patr-A0301. The binding affinity (normalized) is 0. (3) The peptide sequence is QINELHHSK. The MHC is HLA-A02:03 with pseudo-sequence HLA-A02:03. The binding affinity (normalized) is 0.0847. (4) The peptide sequence is GTSWFITQR. The MHC is HLA-A68:01 with pseudo-sequence HLA-A68:01. The binding affinity (normalized) is 0.763. (5) The peptide sequence is YMHGSIHEV. The MHC is HLA-A02:02 with pseudo-sequence HLA-A02:02. The binding affinity (normalized) is 0.948. (6) The MHC is HLA-A68:02 with pseudo-sequence HLA-A68:02. The binding affinity (normalized) is 0.0291. The peptide sequence is KTPVIVVPVI. (7) The peptide sequence is SSLPSYAAY. The MHC is HLA-A23:01 with pseudo-sequence HLA-A23:01. The binding affinity (normalized) is 0. (8) The peptide sequence is CERYGFPAS. The MHC is HLA-A69:01 with pseudo-sequence HLA-A69:01. The binding affinity (normalized) is 0.0847. (9) The peptide sequence is LIGLIIPPL. The MHC is H-2-Db with pseudo-sequence H-2-Db. The binding affinity (normalized) is 0.382.